This data is from Peptide-MHC class II binding affinity with 134,281 pairs from IEDB. The task is: Regression. Given a peptide amino acid sequence and an MHC pseudo amino acid sequence, predict their binding affinity value. This is MHC class II binding data. (1) The peptide sequence is SGLVWGQKYFKGNFQ. The MHC is HLA-DPA10103-DPB10301 with pseudo-sequence HLA-DPA10103-DPB10301. The binding affinity (normalized) is 0. (2) The MHC is DRB5_0101 with pseudo-sequence DRB5_0101. The peptide sequence is VERLKRMAISGDDCVVK. The binding affinity (normalized) is 0.484. (3) The peptide sequence is GQEKYTDYLTVMDRY. The MHC is DRB1_0901 with pseudo-sequence DRB1_0901. The binding affinity (normalized) is 0.388. (4) The peptide sequence is LDSSDTIWMDIEGPP. The MHC is DRB1_0405 with pseudo-sequence DRB1_0405. The binding affinity (normalized) is 0.514. (5) The peptide sequence is LSPILFECLIHPMLG. The MHC is HLA-DQA10501-DQB10301 with pseudo-sequence HLA-DQA10501-DQB10301. The binding affinity (normalized) is 0.209.